This data is from Reaction yield outcomes from USPTO patents with 853,638 reactions. The task is: Predict the reaction yield, written as a fraction of the theoretical maximum amount of product (1.0 means a 100% yield; for example, 0.34 means a 34% yield). (1) The reactants are [F:1][C:2]1[CH:3]=[C:4]([CH:8]=[CH:9][CH:10]=1)/[CH:5]=[N:6]\[OH:7].[Cl:11]N1C(=O)CCC1=O. The catalyst is CN(C=O)C. The product is [OH:7]/[N:6]=[C:5](\[Cl:11])/[C:4]1[CH:8]=[CH:9][CH:10]=[C:2]([F:1])[CH:3]=1. The yield is 0.730. (2) The reactants are [Br:1][C:2]1[CH:3]=[C:4]([C@H:9]([CH2:15][CH2:16][CH3:17])[CH2:10][C:11]([O:13][CH3:14])=[O:12])[CH:5]=[CH:6][C:7]=1[OH:8].C(=O)([O-])[O-].[Cs+].[Cs+].[CH2:24](Br)[C:25]1[CH:30]=[CH:29][CH:28]=[CH:27][CH:26]=1. The catalyst is CN(C=O)C.O. The product is [Br:1][C:2]1[CH:3]=[C:4]([C@H:9]([CH2:15][CH2:16][CH3:17])[CH2:10][C:11]([O:13][CH3:14])=[O:12])[CH:5]=[CH:6][C:7]=1[O:8][CH2:24][C:25]1[CH:30]=[CH:29][CH:28]=[CH:27][CH:26]=1. The yield is 0.860. (3) The reactants are [BH4-].[Na+].[C:3]([C:11]1[CH:32]=[CH:31][C:14]([NH:15][C:16]2[N:21]=[C:20]([C:22]3[N:26]4[CH:27]=[CH:28][CH:29]=[CH:30][C:25]4=[N:24][CH:23]=3)[CH:19]=[CH:18][N:17]=2)=[CH:13][CH:12]=1)(=[O:10])[C:4]1[CH:9]=[CH:8][CH:7]=[CH:6][CH:5]=1.Cl. The catalyst is CO. The product is [OH:10][CH:3]([C:4]1[CH:5]=[CH:6][CH:7]=[CH:8][CH:9]=1)[C:11]1[CH:32]=[CH:31][C:14]([NH:15][C:16]2[N:21]=[C:20]([C:22]3[N:26]4[CH:27]=[CH:28][CH:29]=[CH:30][C:25]4=[N:24][CH:23]=3)[CH:19]=[CH:18][N:17]=2)=[CH:13][CH:12]=1. The yield is 0.880. (4) The reactants are [CH3:1][CH:2]([CH3:22])[C:3]([O:5][CH2:6][CH2:7][O:8][C:9](OC1C=CC(S(C)(=O)=O)=CC=1)=[O:10])=[O:4].[CH2:23]1[CH2:28][CH2:27][C:26]([CH2:33][NH2:34])([CH2:29][C:30]([OH:32])=[O:31])[CH2:25][CH2:24]1.C(=O)(O)[O-].[K+]. The catalyst is C(#N)C.C(OCC)C. The product is [CH3:1][CH:2]([CH3:22])[C:3]([O:5][CH2:6][CH2:7][O:8][C:9]([NH:34][CH2:33][C:26]1([CH2:29][C:30]([OH:32])=[O:31])[CH2:25][CH2:24][CH2:23][CH2:28][CH2:27]1)=[O:10])=[O:4]. The yield is 0.750. (5) The reactants are [F:1][C:2]1[CH:7]=[CH:6][C:5]([C:8]2[S:9][C:10]([C:13]([C:16]3[CH:21]=[CH:20][N:19]=[CH:18][CH:17]=3)([OH:15])[CH3:14])=[CH:11][N:12]=2)=[CH:4][CH:3]=1.[C:22]1([S:28]([OH:31])(=[O:30])=[O:29])[CH:27]=[CH:26][CH:25]=[CH:24][CH:23]=1. The catalyst is C(O)C. The product is [C:22]1([S:28]([OH:31])(=[O:30])=[O:29])[CH:27]=[CH:26][CH:25]=[CH:24][CH:23]=1.[F:1][C:2]1[CH:7]=[CH:6][C:5]([C:8]2[S:9][C:10]([C:13]([C:16]3[CH:17]=[CH:18][N:19]=[CH:20][CH:21]=3)([OH:15])[CH3:14])=[CH:11][N:12]=2)=[CH:4][CH:3]=1. The yield is 0.430. (6) The reactants are [NH:1]1[C:5]2=[N:6][CH:7]=[CH:8][CH:9]=[C:4]2[CH:3]=[CH:2]1.C1C=C(Cl)C=C(C(OO)=[O:18])C=1. The catalyst is C(Cl)Cl. The product is [NH:1]1[C:5]2=[N+:6]([O-:18])[CH:7]=[CH:8][CH:9]=[C:4]2[CH:3]=[CH:2]1. The yield is 0.350.